From a dataset of Full USPTO retrosynthesis dataset with 1.9M reactions from patents (1976-2016). Predict the reactants needed to synthesize the given product. (1) The reactants are: C(O[C:6]([NH:8][NH:9][CH2:10][C:11]1[CH:16]=[C:15]([Br:17])[CH:14]=[CH:13][C:12]=1[OH:18])=O)(C)(C)C.CCO.[CH2:22]([O:24][C:25](=[O:35])[CH2:26][C:27](=CN(C)C)[C:28](=O)[CH3:29])[CH3:23]. Given the product [CH2:22]([O:24][C:25](=[O:35])[CH2:26][C:27]1[CH:6]=[N:8][N:9]([CH2:10][C:11]2[CH:16]=[C:15]([Br:17])[CH:14]=[CH:13][C:12]=2[OH:18])[C:28]=1[CH3:29])[CH3:23], predict the reactants needed to synthesize it. (2) Given the product [F:12][C:9]1[CH:10]=[CH:11][C:6]([CH:5]=[CH:4][C:3]([OH:17])=[O:2])=[C:7]([NH:13][CH2:14][CH2:15][CH3:16])[CH:8]=1, predict the reactants needed to synthesize it. The reactants are: C[O:2][C:3](=[O:17])[CH:4]=[CH:5][C:6]1[CH:11]=[CH:10][C:9]([F:12])=[CH:8][C:7]=1[NH:13][CH2:14][CH2:15][CH3:16].[Li+].[OH-]. (3) Given the product [NH2:8][C:9]1[C:14]([C:15]2[CH:20]=[CH:19][C:18]([NH:21][C:22]([C:24]3[C:29](=[O:30])[C:28]([C:31]4[CH:36]=[CH:35][C:34]([F:37])=[CH:33][CH:32]=4)=[CH:27][N:26]([CH2:38][C:39]([F:42])([F:41])[F:40])[CH:25]=3)=[O:23])=[CH:17][CH:16]=2)=[CH:13][C:12]([C:50]2[CH:49]=[CH:48][C:47]([OH:61])=[C:46]([O:45][CH3:44])[CH:51]=2)=[CH:11][N:10]=1, predict the reactants needed to synthesize it. The reactants are: O.C(=O)([O-])[O-].[K+].[K+].[NH2:8][C:9]1[C:14]([C:15]2[CH:20]=[CH:19][C:18]([NH:21][C:22]([C:24]3[C:29](=[O:30])[C:28]([C:31]4[CH:36]=[CH:35][C:34]([F:37])=[CH:33][CH:32]=4)=[CH:27][N:26]([CH2:38][C:39]([F:42])([F:41])[F:40])[CH:25]=3)=[O:23])=[CH:17][CH:16]=2)=[CH:13][C:12](Br)=[CH:11][N:10]=1.[CH3:44][O:45][C:46]1[CH:51]=[C:50](B2OC(C)(C)C(C)(C)O2)[CH:49]=[CH:48][C:47]=1[OH:61]. (4) Given the product [CH3:19][N:20]1[CH:24]=[C:23]([C:3]2[C:2]([CH3:1])=[CH:11][C:10]3[C:9]([CH3:13])([CH3:12])[CH2:8][CH2:7][C:6]([CH3:15])([CH3:14])[C:5]=3[CH:4]=2)[CH:22]=[C:21]1[CH:26]=[O:27], predict the reactants needed to synthesize it. The reactants are: [CH3:1][C:2]1[C:3](B(O)O)=[CH:4][C:5]2[C:6]([CH3:15])([CH3:14])[CH2:7][CH2:8][C:9]([CH3:13])([CH3:12])[C:10]=2[CH:11]=1.[CH3:19][N:20]1[CH:24]=[C:23](Br)[CH:22]=[C:21]1[CH:26]=[O:27]. (5) Given the product [CH2:35]([NH:42][C:17]([C:16]1[CH:15]=[C:14]([CH:11]2[CH2:12][CH2:13][N:8]([C:6]([O:5][C:1]([CH3:4])([CH3:3])[CH3:2])=[O:7])[CH2:9][CH:10]2[O:23][CH2:24][C:25]2[CH:34]=[CH:33][C:32]3[C:27](=[CH:28][CH:29]=[CH:30][CH:31]=3)[CH:26]=2)[CH:22]=[CH:21][CH:20]=1)=[O:18])[C:36]1[CH:41]=[CH:40][CH:39]=[CH:38][CH:37]=1, predict the reactants needed to synthesize it. The reactants are: [C:1]([O:5][C:6]([N:8]1[CH2:13][CH2:12][CH:11]([C:14]2[CH:15]=[C:16]([CH:20]=[CH:21][CH:22]=2)[C:17](O)=[O:18])[CH:10]([O:23][CH2:24][C:25]2[CH:34]=[CH:33][C:32]3[C:27](=[CH:28][CH:29]=[CH:30][CH:31]=3)[CH:26]=2)[CH2:9]1)=[O:7])([CH3:4])([CH3:3])[CH3:2].[CH2:35]([NH2:42])[C:36]1[CH:41]=[CH:40][CH:39]=[CH:38][CH:37]=1. (6) Given the product [Br:17][C:18]1[CH:24]=[CH:23][C:21]([NH:22][C:2]2[CH:7]=[C:6]([C:8]3[CH:13]=[C:12]([Cl:14])[CH:11]=[CH:10][C:9]=3[Cl:15])[N:5]=[C:4]([NH2:16])[N:3]=2)=[CH:20][CH:19]=1, predict the reactants needed to synthesize it. The reactants are: Cl[C:2]1[CH:7]=[C:6]([C:8]2[CH:13]=[C:12]([Cl:14])[CH:11]=[CH:10][C:9]=2[Cl:15])[N:5]=[C:4]([NH2:16])[N:3]=1.[Br:17][C:18]1[CH:24]=[CH:23][C:21]([NH2:22])=[CH:20][CH:19]=1.C(OCC)(=O)C. (7) Given the product [Cl:10][C:6]1[N:5]=[CH:4][N:3]=[C:2]([NH:11][CH2:12][CH2:13][OH:14])[C:7]=1[O:8][CH3:9], predict the reactants needed to synthesize it. The reactants are: Cl[C:2]1[C:7]([O:8][CH3:9])=[C:6]([Cl:10])[N:5]=[CH:4][N:3]=1.[NH2:11][CH2:12][CH2:13][OH:14].C(=O)([O-])[O-].[K+].[K+]. (8) Given the product [CH2:27]([O:26][C:25](=[O:29])[NH:1][C:2]1[CH:3]=[CH:4][C:5]([O:18][C:19]2[CH:20]=[CH:21][CH:22]=[CH:23][CH:24]=2)=[C:6]([C:8]2[C:9]([O:16][CH3:17])=[CH:10][C:11](=[O:15])[N:12]([CH3:14])[N:13]=2)[CH:7]=1)[CH3:28], predict the reactants needed to synthesize it. The reactants are: [NH2:1][C:2]1[CH:3]=[CH:4][C:5]([O:18][C:19]2[CH:24]=[CH:23][CH:22]=[CH:21][CH:20]=2)=[C:6]([C:8]2[C:9]([O:16][CH3:17])=[CH:10][C:11](=[O:15])[N:12]([CH3:14])[N:13]=2)[CH:7]=1.[C:25](Cl)(=[O:29])[O:26][CH2:27][CH3:28].C(N(CC)CC)C.